Dataset: Full USPTO retrosynthesis dataset with 1.9M reactions from patents (1976-2016). Task: Predict the reactants needed to synthesize the given product. The reactants are: Cl.Cl.Cl.[O:4]1[C:8]2=[C:9]([N:13]3[CH2:18][CH2:17][N:16]([CH2:19][CH2:20][C@H:21]4[CH2:26][CH2:25][C@H:24]([NH2:27])[CH2:23][CH2:22]4)[CH2:15][CH2:14]3)[N:10]=[CH:11][CH:12]=[C:7]2[CH2:6][CH2:5]1.[F:28][C:29]([F:35])([F:34])[CH2:30][C:31](O)=[O:32]. Given the product [O:4]1[C:8]2=[C:9]([N:13]3[CH2:18][CH2:17][N:16]([CH2:19][CH2:20][C@H:21]4[CH2:26][CH2:25][C@H:24]([NH:27][C:31](=[O:32])[CH2:30][C:29]([F:35])([F:34])[F:28])[CH2:23][CH2:22]4)[CH2:15][CH2:14]3)[N:10]=[CH:11][CH:12]=[C:7]2[CH2:6][CH2:5]1, predict the reactants needed to synthesize it.